From a dataset of Full USPTO retrosynthesis dataset with 1.9M reactions from patents (1976-2016). Predict the reactants needed to synthesize the given product. (1) Given the product [Br:15][CH2:16][C:17]1[CH:18]=[C:19]([CH:20]=[CH:21][CH:22]=1)[O:23][C@@H:25]([CH3:27])[C:24]([O:29][CH3:30])=[O:28], predict the reactants needed to synthesize it. The reactants are: N(C(OC(C)C)=O)=NC(OC(C)C)=O.[Br:15][CH2:16][C:17]1[CH:18]=[C:19]([OH:23])[CH:20]=[CH:21][CH:22]=1.[C:24]([O:29][CH3:30])(=[O:28])[C@@H:25]([CH3:27])O.C1(P(C2C=CC=CC=2)C2C=CC=CC=2)C=CC=CC=1. (2) Given the product [Cl:1][C:2]1[CH:7]=[CH:6][C:5]([CH3:8])=[CH:4][C:3]=1[NH:9][C:10]([CH2:12][CH:13]([C:22]1[C:26]([CH:27]2[CH2:28][CH2:29]2)=[C:25]([CH:30]2[CH2:31][CH:32]([CH2:34][CH:35]([CH3:37])[CH3:36])[CH2:33]2)[O:24][N:23]=1)[CH2:14][C:15]([OH:17])=[O:16])=[O:11], predict the reactants needed to synthesize it. The reactants are: [Cl:1][C:2]1[CH:7]=[CH:6][C:5]([CH3:8])=[CH:4][C:3]=1[NH:9][C:10]([CH2:12][CH:13]([C:22]1[C:26]([CH:27]2[CH2:29][CH2:28]2)=[C:25]([CH:30]2[CH2:33][CH:32]([CH2:34][CH:35]([CH3:37])[CH3:36])[CH2:31]2)[O:24][N:23]=1)[CH2:14][C:15]([O:17]C(C)(C)C)=[O:16])=[O:11].C1(C)C=CC=CC=1.FC(F)(F)C(O)=O.[OH-].[Na+]. (3) Given the product [C:8]12([O:7][CH2:6][C:5]3[C:4]([Cl:21])=[CH:3][C:2]([C:37]([NH:26][S:23]([CH3:22])(=[O:25])=[O:24])=[O:55])=[C:19]([F:20])[CH:18]=3)[CH2:17][CH:12]3[CH2:13][CH:14]([CH2:16][CH:10]([CH2:11]3)[CH2:9]1)[CH2:15]2, predict the reactants needed to synthesize it. The reactants are: Br[C:2]1[C:19]([F:20])=[CH:18][C:5]([CH2:6][O:7][C:8]23[CH2:17][CH:12]4[CH2:13][CH:14]([CH2:16][CH:10]([CH2:11]4)[CH2:9]2)[CH2:15]3)=[C:4]([Cl:21])[CH:3]=1.[CH3:22][S:23]([NH2:26])(=[O:25])=[O:24].C(N(CC)CC)C.CC1(C)C2C(=C(P(C3C=CC=CC=3)C3C=CC=CC=3)C=CC=2)[O:55][C:37]2C(P(C3C=CC=CC=3)C3C=CC=CC=3)=CC=CC1=2. (4) Given the product [CH:1]([C:4]1[C:8]([CH2:9][CH2:10][C:11]([C:13]2[CH:27]=[CH:26][C:16]([O:17][C:18]([CH3:24])([CH3:25])[C:19]([OH:21])=[O:20])=[C:15]([CH3:28])[CH:14]=2)=[O:12])=[CH:7][N:6]([C:29]2[CH:30]=[CH:31][C:32]([C:35]([F:37])([F:38])[F:36])=[CH:33][CH:34]=2)[N:5]=1)([CH3:3])[CH3:2], predict the reactants needed to synthesize it. The reactants are: [CH:1]([C:4]1[C:8]([CH2:9][CH2:10][C:11]([C:13]2[CH:27]=[CH:26][C:16]([O:17][C:18]([CH3:25])([CH3:24])[C:19]([O:21]CC)=[O:20])=[C:15]([CH3:28])[CH:14]=2)=[O:12])=[CH:7][N:6]([C:29]2[CH:34]=[CH:33][C:32]([C:35]([F:38])([F:37])[F:36])=[CH:31][CH:30]=2)[N:5]=1)([CH3:3])[CH3:2].O.[OH-].[Li+].Cl. (5) The reactants are: [CH2:1]([N:3]1[CH:7]=[C:6]([C:8]2[CH:13]=[CH:12][N:11]=[C:10]3[NH:14][CH:15]=[CH:16][C:9]=23)[C:5]([C:17]2[CH:23]=[CH:22][C:20]([NH2:21])=[CH:19][CH:18]=2)=[N:4]1)[CH3:2].[CH2:24]([N:26]=[C:27]=[O:28])[CH3:25]. Given the product [CH2:24]([NH:26][C:27]([NH:21][C:20]1[CH:22]=[CH:23][C:17]([C:5]2[C:6]([C:8]3[CH:13]=[CH:12][N:11]=[C:10]4[NH:14][CH:15]=[CH:16][C:9]=34)=[CH:7][N:3]([CH2:1][CH3:2])[N:4]=2)=[CH:18][CH:19]=1)=[O:28])[CH3:25], predict the reactants needed to synthesize it. (6) Given the product [F:15][C:14]1[CH:13]=[CH:12][CH:11]=[C:10]([F:16])[C:9]=1[C:4]1[C:3]([OH:2])=[CH:8][CH:7]=[CH:6][CH:5]=1, predict the reactants needed to synthesize it. The reactants are: C[O:2][C:3]1[C:4]([C:9]2[C:14]([F:15])=[CH:13][CH:12]=[CH:11][C:10]=2[F:16])=[CH:5][CH:6]=[CH:7][CH:8]=1.B(Br)(Br)Br. (7) Given the product [Cl:6][C:7]1[CH:8]=[C:9]([CH:40]=[CH:41][C:42]=1[Cl:43])[CH2:10][C:11]1[C:12](=[O:39])[NH:13][C:14]([CH2:21][C:22]2[NH:26][C:25](=[O:38])[NH:24][N:23]=2)=[N:15][C:16]=1[C:17]([F:20])([F:18])[F:19], predict the reactants needed to synthesize it. The reactants are: S(=O)(=O)(O)O.[Cl:6][C:7]1[CH:8]=[C:9]([CH:40]=[CH:41][C:42]=1[Cl:43])[CH2:10][C:11]1[C:12](=[O:39])[NH:13][C:14]([CH2:21][C:22]2[N:26](CC3C=CC(OC)=CC=3OC)[C:25](=[O:38])[NH:24][N:23]=2)=[N:15][C:16]=1[C:17]([F:20])([F:19])[F:18].